Dataset: Retrosynthesis with 50K atom-mapped reactions and 10 reaction types from USPTO. Task: Predict the reactants needed to synthesize the given product. (1) Given the product COC(=O)/C=C/c1c(C#CCCCCO)cccc1OCCCCCCCCC(=O)OC, predict the reactants needed to synthesize it. The reactants are: COC(=O)/C=C/c1c(O)cccc1C#CCCCCO.COC(=O)CCCCCCCCBr. (2) Given the product Cc1nc(-c2cccc(F)c2)ncc1C(=O)Nn1cc(C)c2cc(F)ccc21, predict the reactants needed to synthesize it. The reactants are: Cc1cn(N)c2ccc(F)cc12.Cc1nc(-c2cccc(F)c2)ncc1C(=O)O. (3) Given the product Cc1cc2c(CC(=O)NCc3ccc(C(F)(F)F)c(F)c3)cccc2cn1, predict the reactants needed to synthesize it. The reactants are: Cc1cc2c(CC(=O)O)cccc2cn1.NCc1ccc(C(F)(F)F)c(F)c1. (4) Given the product COC(=O)c1sc(-n2cnc3ccc(CN4CCN(C)CC4)cc32)cc1O[C@H](C)c1ccccc1C(F)(F)F, predict the reactants needed to synthesize it. The reactants are: CN1CCNCC1.COC(=O)c1sc(-n2cnc3ccc(C=O)cc32)cc1O[C@H](C)c1ccccc1C(F)(F)F. (5) Given the product CC(O[Si](C)(C)C(C)(C)C)c1ncc(CO)o1, predict the reactants needed to synthesize it. The reactants are: CC(O[Si](C)(C)C(C)(C)C)c1ncc(C=O)o1. (6) Given the product CCCC(C)(Cl)Cn1ncc(OCc2ccc(CC)cc2)c(Cl)c1=O, predict the reactants needed to synthesize it. The reactants are: CCCC(C)(Cl)Cn1ncc(Cl)c(Cl)c1=O.CCc1ccc(CO)cc1. (7) Given the product Cn1cc(C=O)c2cc(OCc3ccccc3)ccc21, predict the reactants needed to synthesize it. The reactants are: CI.O=Cc1c[nH]c2ccc(OCc3ccccc3)cc12. (8) The reactants are: O=Cc1cc(F)cc(F)c1O.O=c1cc(N2CCNCC2)nc[nH]1. Given the product O=c1cc(N2CCN(Cc3cc(F)cc(F)c3O)CC2)nc[nH]1, predict the reactants needed to synthesize it.